This data is from Full USPTO retrosynthesis dataset with 1.9M reactions from patents (1976-2016). The task is: Predict the reactants needed to synthesize the given product. Given the product [NH2:1][C:2]1[N:6]([CH:7]2[CH2:8][CH2:9][O:10][CH2:11][CH2:12]2)[N:5]=[CH:4][C:3]=1[C:13]([NH2:14])=[O:15], predict the reactants needed to synthesize it. The reactants are: [NH2:1][C:2]1[N:6]([CH:7]2[CH2:12][CH2:11][O:10][CH2:9][CH2:8]2)[N:5]=[CH:4][C:3]=1[C:13]#[N:14].[OH:15]O.N.